From a dataset of Peptide-MHC class II binding affinity with 134,281 pairs from IEDB. Regression. Given a peptide amino acid sequence and an MHC pseudo amino acid sequence, predict their binding affinity value. This is MHC class II binding data. (1) The peptide sequence is AQVRADRILALDADP. The MHC is HLA-DPA10103-DPB10401 with pseudo-sequence HLA-DPA10103-DPB10401. The binding affinity (normalized) is 0.623. (2) The peptide sequence is AIVYYSMYGHIKKMA. The MHC is DRB1_1501 with pseudo-sequence DRB1_1501. The binding affinity (normalized) is 0.989. (3) The peptide sequence is AAPGAGYTPATPAAP. The MHC is HLA-DQA10501-DQB10201 with pseudo-sequence HLA-DQA10501-DQB10201. The binding affinity (normalized) is 0.0474.